Task: Predict the reactants needed to synthesize the given product.. Dataset: Full USPTO retrosynthesis dataset with 1.9M reactions from patents (1976-2016) (1) Given the product [F:1][C:2]1[CH:7]=[C:6]([F:8])[CH:5]=[CH:4][C:3]=1[C:9]1[CH:13]=[C:12]([NH:14][C:26](=[O:27])[CH2:25][C@H:23]2[CH2:22][CH2:21][N:20]3[C:16](=[O:15])[O:17][CH2:18][C@H:19]3[CH2:24]2)[O:11][N:10]=1, predict the reactants needed to synthesize it. The reactants are: [F:1][C:2]1[CH:7]=[C:6]([F:8])[CH:5]=[CH:4][C:3]=1[C:9]1[CH:13]=[C:12]([NH2:14])[O:11][N:10]=1.[O:15]=[C:16]1[N:20]2[CH2:21][CH2:22][C@H:23]([CH2:25][C:26](O)=[O:27])[CH2:24][C@@H:19]2[CH2:18][O:17]1. (2) Given the product [CH3:1][C:2]1[N:20]([CH2:22][C:23]2[C:32]3[C:27](=[CH:28][CH:29]=[CH:30][CH:31]=3)[CH:26]=[CH:25][CH:24]=2)[C:5]2=[N:6][C:7]([N:14]3[CH2:15][CH2:16][O:17][CH2:18][CH2:19]3)=[CH:8][C:9]([C:10]([O:12][CH3:13])=[O:11])=[C:4]2[N:3]=1, predict the reactants needed to synthesize it. The reactants are: [CH3:1][C:2]1[NH:20][C:5]2=[N:6][C:7]([N:14]3[CH2:19][CH2:18][O:17][CH2:16][CH2:15]3)=[CH:8][C:9]([C:10]([O:12][CH3:13])=[O:11])=[C:4]2[N:3]=1.Br[CH2:22][C:23]1[C:32]2[C:27](=[CH:28][CH:29]=[CH:30][CH:31]=2)[CH:26]=[CH:25][CH:24]=1.C([O-])([O-])=O.[Na+].[Na+].O. (3) Given the product [C@H:15]12[N:8]([C:6]([C:5]3[C:4]([N:25]4[CH:29]=[CH:28][N:27]=[N:26]4)=[N:3][C:2]([CH3:1])=[CH:24][CH:23]=3)=[O:7])[CH2:9][C@H:10]1[CH2:11][CH2:12][NH:13][CH2:14]2, predict the reactants needed to synthesize it. The reactants are: [CH3:1][C:2]1[CH:24]=[CH:23][C:5]([C:6]([N:8]2[CH:15]3[CH:10]([CH2:11][CH2:12][N:13](C(OC(C)(C)C)=O)[CH2:14]3)[CH2:9]2)=[O:7])=[C:4]([N:25]2[CH:29]=[CH:28][N:27]=[N:26]2)[N:3]=1.C(O)(C(F)(F)F)=O. (4) Given the product [CH3:14][O:15][C:16]1[CH:27]=[C:26]([O:28][CH3:29])[CH:25]=[CH:24][C:17]=1[CH2:18][N:19]1[C:7](=[O:12])[C:6]2[CH:13]=[C:2]([Br:1])[CH:3]=[CH:4][C:5]=2[NH:10][C:9](=[O:11])[CH2:20]1, predict the reactants needed to synthesize it. The reactants are: [Br:1][C:2]1[CH:3]=[CH:4][C:5]2[NH:10][C:9](=[O:11])O[C:7](=[O:12])[C:6]=2[CH:13]=1.[CH3:14][O:15][C:16]1[CH:27]=[C:26]([O:28][CH3:29])[CH:25]=[CH:24][C:17]=1[CH2:18][NH:19][CH2:20]C(O)=O. (5) The reactants are: [F:1][C:2]([F:16])([F:15])[C:3]1[CH:4]=[C:5]([NH2:14])[C:6]([NH2:13])=[CH:7][C:8]=1[C:9]([F:12])([F:11])[F:10].C([O:21][C:22](=O)[CH2:23][C:24](=O)[C:25]1[CH:30]=[CH:29][CH:28]=[C:27]([C:31]2[CH:36]=[CH:35][N:34]=[C:33]([CH2:37][O:38]C3CCCCO3)[CH:32]=2)[CH:26]=1)(C)(C)C.C(O)(C(F)(F)F)=O. Given the product [OH:38][CH2:37][C:33]1[CH:32]=[C:31]([C:27]2[CH:26]=[C:25]([C:24]3[CH2:23][C:22](=[O:21])[NH:13][C:6]4[CH:7]=[C:8]([C:9]([F:12])([F:11])[F:10])[C:3]([C:2]([F:15])([F:16])[F:1])=[CH:4][C:5]=4[N:14]=3)[CH:30]=[CH:29][CH:28]=2)[CH:36]=[CH:35][N:34]=1, predict the reactants needed to synthesize it.